Regression. Given a peptide amino acid sequence and an MHC pseudo amino acid sequence, predict their binding affinity value. This is MHC class II binding data. From a dataset of Peptide-MHC class II binding affinity with 134,281 pairs from IEDB. (1) The peptide sequence is MIRIIAQGPKATFEA. The MHC is HLA-DPA10103-DPB10401 with pseudo-sequence HLA-DPA10103-DPB10401. The binding affinity (normalized) is 0.154. (2) The peptide sequence is YDKFLANVSTVLKGK. The MHC is DRB1_1302 with pseudo-sequence DRB1_1302. The binding affinity (normalized) is 0.858. (3) The peptide sequence is AFKVAATAANAATAN. The MHC is HLA-DPA10201-DPB11401 with pseudo-sequence HLA-DPA10201-DPB11401. The binding affinity (normalized) is 0.847. (4) The peptide sequence is DRLTDQIKCFEKFIE. The MHC is DRB1_0101 with pseudo-sequence DRB1_0101. The binding affinity (normalized) is 0.264.